This data is from Forward reaction prediction with 1.9M reactions from USPTO patents (1976-2016). The task is: Predict the product of the given reaction. (1) Given the reactants C(N(C(C)C)CC)(C)C.[OH:10][C:11]1[CH:19]=[CH:18][CH:17]=[C:16]2[C:12]=1[C:13]([C:20]([F:23])([F:22])[F:21])=[N:14][NH:15]2.C1C=CC(N([S:31]([C:34]([F:37])([F:36])[F:35])(=[O:33])=[O:32])[S:31]([C:34]([F:37])([F:36])[F:35])(=[O:33])=[O:32])=CC=1.[Cl-].[Na+], predict the reaction product. The product is: [F:35][C:34]([F:37])([F:36])[S:31]([N:15]1[C:16]2[C:12](=[C:11]([O:10][S:31]([C:34]([F:35])([F:36])[F:37])(=[O:32])=[O:33])[CH:19]=[CH:18][CH:17]=2)[C:13]([C:20]([F:23])([F:22])[F:21])=[N:14]1)(=[O:33])=[O:32]. (2) Given the reactants [Cl:1][C:2]1[CH:3]=[C:4]([C:9]2[N:14]=[C:13]([CH:15]3[CH2:17][CH2:16]3)[N:12]=[C:11](O)[C:10]=2[C:19]#[N:20])[CH:5]=[CH:6][C:7]=1[Cl:8].O=P(Cl)(Cl)[Cl:23].C([O-])(O)=O.[Na+], predict the reaction product. The product is: [Cl:1][C:2]1[CH:3]=[C:4]([C:9]2[N:14]=[C:13]([CH:15]3[CH2:17][CH2:16]3)[N:12]=[C:11]([Cl:23])[C:10]=2[C:19]#[N:20])[CH:5]=[CH:6][C:7]=1[Cl:8]. (3) Given the reactants [CH3:1][C@H:2]([C@H:6]1[C@H:8]([CH2:9][C@H:10]2[CH2:15][O:14][C@@H:13]([CH2:16]/[C:17](/[CH3:33])=[CH:18]/[C:19]([O:21][CH2:22][CH2:23][CH2:24][CH2:25][CH2:26][CH2:27][CH2:28][CH2:29][C:30]([O-:32])=[O:31])=[O:20])[C@H:12]([OH:34])[C@@H:11]2[OH:35])[O:7]1)[C@H:3]([CH3:5])[OH:4].[CH3:36][C@H:37]([C@H:41]1[C@H:43]([CH2:44][C@H:45]2[CH2:50][O:49][C@@H:48]([CH2:51]/[C:52](/[CH3:68])=[CH:53]/[C:54]([O:56][CH2:57][CH2:58][CH2:59][CH2:60][CH2:61][CH2:62][CH2:63][CH2:64][C:65]([O-:67])=[O:66])=[O:55])[C@H:47]([OH:69])[C@@H:46]2[OH:70])[O:42]1)[C@H:38]([CH3:40])[OH:39].[Ca+2:71], predict the reaction product. The product is: [CH3:1][C@H:2]([C@H:6]1[C@H:8]([CH2:9][C@H:10]2[CH2:15][O:14][C@@H:13]([CH2:16]/[C:17](/[CH3:33])=[CH:18]/[C:19]([O:21][CH2:22][CH2:23][CH2:24][CH2:25][CH2:26][CH2:27][CH2:28][CH2:29][C:30]([O-:32])=[O:31])=[O:20])[C@H:12]([OH:34])[C@@H:11]2[OH:35])[O:7]1)[C@H:3]([CH3:5])[OH:4].[CH3:36][C@H:37]([C@H:41]1[C@H:43]([CH2:44][C@H:45]2[CH2:50][O:49][C@@H:48]([CH2:51]/[C:52](/[CH3:68])=[CH:53]/[C:54]([O:56][CH2:57][CH2:58][CH2:59][CH2:60][CH2:61][CH2:62][CH2:63][CH2:64][C:65]([O-:67])=[O:66])=[O:55])[C@H:47]([OH:69])[C@@H:46]2[OH:70])[O:42]1)[C@H:38]([CH3:40])[OH:39].[OH2:4].[OH2:4].[Ca+2:71].